Regression. Given a peptide amino acid sequence and an MHC pseudo amino acid sequence, predict their binding affinity value. This is MHC class I binding data. From a dataset of Peptide-MHC class I binding affinity with 185,985 pairs from IEDB/IMGT. (1) The peptide sequence is IRILQRAL. The MHC is Mamu-B03 with pseudo-sequence Mamu-B03. The binding affinity (normalized) is 0.387. (2) The peptide sequence is MMWATAQAL. The MHC is BoLA-D18.4 with pseudo-sequence BoLA-D18.4. The binding affinity (normalized) is 0.898. (3) The peptide sequence is ITYTDVLRY. The MHC is HLA-B15:17 with pseudo-sequence HLA-B15:17. The binding affinity (normalized) is 1.00. (4) The peptide sequence is SYLNETHFS. The MHC is HLA-A24:02 with pseudo-sequence HLA-A24:02. The binding affinity (normalized) is 0.162. (5) The peptide sequence is AEMWAQDAAMY. The MHC is HLA-B27:05 with pseudo-sequence HLA-B27:05. The binding affinity (normalized) is 0. (6) The peptide sequence is FFVYENAFL. The MHC is HLA-A24:02 with pseudo-sequence HLA-A24:02. The binding affinity (normalized) is 0.158. (7) The peptide sequence is GFSTPEEKF. The MHC is Mamu-B8701 with pseudo-sequence Mamu-B8701. The binding affinity (normalized) is 0.404. (8) The peptide sequence is VPLRPMTY. The MHC is HLA-A68:02 with pseudo-sequence HLA-A68:02. The binding affinity (normalized) is 0.